Task: Binary Classification. Given a T-cell receptor sequence (or CDR3 region) and an epitope sequence, predict whether binding occurs between them.. Dataset: TCR-epitope binding with 47,182 pairs between 192 epitopes and 23,139 TCRs The epitope is KLSYGIATV. The TCR CDR3 sequence is CASRKGGTTDTQYF. Result: 0 (the TCR does not bind to the epitope).